This data is from Peptide-MHC class I binding affinity with 185,985 pairs from IEDB/IMGT. The task is: Regression. Given a peptide amino acid sequence and an MHC pseudo amino acid sequence, predict their binding affinity value. This is MHC class I binding data. (1) The binding affinity (normalized) is 0.715. The peptide sequence is ASAFFGMSR. The MHC is HLA-A31:01 with pseudo-sequence HLA-A31:01. (2) The peptide sequence is YTAVVPLVY. The MHC is Mamu-B08 with pseudo-sequence Mamu-B08. The binding affinity (normalized) is 0.